From a dataset of Peptide-MHC class I binding affinity with 185,985 pairs from IEDB/IMGT. Regression. Given a peptide amino acid sequence and an MHC pseudo amino acid sequence, predict their binding affinity value. This is MHC class I binding data. (1) The peptide sequence is TELQNITFDM. The binding affinity (normalized) is 0.311. The MHC is HLA-B44:02 with pseudo-sequence HLA-B44:02. (2) The peptide sequence is LYHTRPTAL. The MHC is H-2-Kd with pseudo-sequence H-2-Kd. The binding affinity (normalized) is 0.611. (3) The peptide sequence is MVNHSTYYV. The MHC is HLA-A03:01 with pseudo-sequence HLA-A03:01. The binding affinity (normalized) is 0.579. (4) The peptide sequence is VYTNAIQYV. The MHC is HLA-A24:02 with pseudo-sequence HLA-A24:02. The binding affinity (normalized) is 1.00. (5) The peptide sequence is TPGPGVRYPL. The MHC is HLA-B54:01 with pseudo-sequence HLA-B54:01. The binding affinity (normalized) is 0. (6) The peptide sequence is SLRPNDIVY. The MHC is HLA-A11:01 with pseudo-sequence HLA-A11:01. The binding affinity (normalized) is 0.181.